The task is: Regression/Classification. Given a drug SMILES string, predict its absorption, distribution, metabolism, or excretion properties. Task type varies by dataset: regression for continuous measurements (e.g., permeability, clearance, half-life) or binary classification for categorical outcomes (e.g., BBB penetration, CYP inhibition). Dataset: cyp2c9_veith.. This data is from CYP2C9 inhibition data for predicting drug metabolism from PubChem BioAssay. (1) The molecule is O=C(CSCC(=O)OCn1nnc2ccccc2c1=O)Nc1ccc(Cl)cc1. The result is 1 (inhibitor). (2) The molecule is CC(C)(C)c1cc(O)c(C(C)(C)C)cc1O. The result is 0 (non-inhibitor). (3) The molecule is CN1C(=O)CCS(=O)(=O)[C@@H]1c1ccc(Cl)cc1. The result is 0 (non-inhibitor). (4) The drug is CC1CCC(O)([C@](C)(C(=O)O)c2ccccc2)CC1. The result is 1 (inhibitor). (5) The compound is COC(=O)c1cccc(NC(=O)Nc2ccc(Cl)c(Cl)c2)c1. The result is 1 (inhibitor). (6) The compound is c1ccc2c(c1)CCC[C@@H]2C1=NCCN1. The result is 0 (non-inhibitor). (7) The compound is CO[C@@H]1COC(=O)[C@@H](OCc2ccccc2)/C=C\[C@H](C)[C@@H](OC)COC(=O)[C@H]2CCCN2C(=O)C/C=C\[C@H]1C. The result is 0 (non-inhibitor). (8) The compound is CC1(C)OC(=O)N(Cc2ccco2)C1(C)O. The result is 0 (non-inhibitor). (9) The drug is Cc1cc(C(=O)N[C@H](c2ccccc2)[C@@]2(C)C[C@@H]2[C@@H](C)C(=O)Nc2ccc3ccccc3c2)no1. The result is 1 (inhibitor).